This data is from Catalyst prediction with 721,799 reactions and 888 catalyst types from USPTO. The task is: Predict which catalyst facilitates the given reaction. (1) Reactant: [NH2:1][C:2]1[CH:7]=[CH:6][N:5]([C:8]2[S:9][C:10]([C:14]([NH:16][CH2:17][C:18]3[CH:23]=[CH:22][CH:21]=[CH:20][CH:19]=3)=[O:15])=[C:11]([CH3:13])[N:12]=2)[C:4](=[O:24])[CH:3]=1.FC(F)(F)C(O)=O.[CH:32](=O)[C:33]1[CH:38]=[CH:37][CH:36]=[CH:35][CH:34]=1.C([SiH](CC)CC)C. Product: [CH2:17]([NH:16][C:14]([C:10]1[S:9][C:8]([N:5]2[CH:6]=[CH:7][C:2]([NH:1][CH2:32][C:33]3[CH:38]=[CH:37][CH:36]=[CH:35][CH:34]=3)=[CH:3][C:4]2=[O:24])=[N:12][C:11]=1[CH3:13])=[O:15])[C:18]1[CH:23]=[CH:22][CH:21]=[CH:20][CH:19]=1. The catalyst class is: 22. (2) Reactant: [N:1]1([C:7]2[CH:14]=[CH:13][C:10]([C:11]#[N:12])=[CH:9][N:8]=2)[CH2:6][CH2:5][NH:4][CH2:3][CH2:2]1.[Cl:15][C:16]1[C:25]2[C:20](=[CH:21][CH:22]=[CH:23][CH:24]=2)[C:19](Cl)=[N:18][N:17]=1.CCN(CC)CC.CN1C(=O)CCC1. Product: [Cl:15][C:16]1[C:25]2[C:20](=[CH:21][CH:22]=[CH:23][CH:24]=2)[C:19]([N:4]2[CH2:3][CH2:2][N:1]([C:7]3[CH:14]=[CH:13][C:10]([C:11]#[N:12])=[CH:9][N:8]=3)[CH2:6][CH2:5]2)=[N:18][N:17]=1. The catalyst class is: 6. (3) Reactant: CI.[C:3]([O-])([O-])=O.[K+].[K+].[I:9][C:10]1[CH:11]=[CH:12][C:13]([O:19][CH3:20])=[C:14]([CH:18]=1)[C:15]([O-:17])=[O:16].C(OCC)(=O)C. Product: [CH3:3][O:16][C:15](=[O:17])[C:14]1[CH:18]=[C:10]([I:9])[CH:11]=[CH:12][C:13]=1[O:19][CH3:20]. The catalyst class is: 3. (4) Reactant: COC1C=C(OC)C=CC=1[CH2:5][NH:6][C:7]1[CH:14]=[CH:13][C:10]([C:11]#[N:12])=[CH:9][C:8]=1[NH:15][C:16]1[N:21]=[C:20]([S:22][C:23]#[N:24])[C:19]([N+:25]([O-:27])=[O:26])=[CH:18][N:17]=1.C([SiH](CC)CC)C. Product: [N+:25]([C:19]1[C:20]([S:22][C:23]#[N:24])=[N:21][C:16]([N:15]2[C:8]3[CH:9]=[C:10]([C:11]#[N:12])[CH:13]=[CH:14][C:7]=3[N:6]=[CH:5]2)=[N:17][CH:18]=1)([O-:27])=[O:26]. The catalyst class is: 137.